This data is from Forward reaction prediction with 1.9M reactions from USPTO patents (1976-2016). The task is: Predict the product of the given reaction. (1) Given the reactants [CH:1]([C:4]1[CH:22]=[CH:21][CH:20]=[C:19]([CH:23]([CH3:25])[CH3:24])[C:5]=1[O:6][C:7]([O:9][C:10]1[CH:18]=[CH:17][CH:16]=[CH:15][C:11]=1[C:12](O)=[O:13])=[O:8])([CH3:3])[CH3:2].Cl.C([O:31][C:32](=[O:36])[CH2:33][CH2:34][NH2:35])(C)(C)C.C(N(C(C)C)CC)(C)C, predict the reaction product. The product is: [CH:1]([C:4]1[CH:22]=[CH:21][CH:20]=[C:19]([CH:23]([CH3:25])[CH3:24])[C:5]=1[O:6][C:7]([O:9][C:10]1[CH:18]=[CH:17][CH:16]=[CH:15][C:11]=1[C:12]([NH:35][CH2:34][CH2:33][C:32]([OH:31])=[O:36])=[O:13])=[O:8])([CH3:3])[CH3:2]. (2) Given the reactants [CH3:1][C@H:2]1[O:7][C@@H:6]([CH3:8])[CH2:5][NH:4][CH2:3]1.[NH2:9][C:10]1[C:11]2[CH:26]=[C:25](Br)[S:24][C:12]=2[N:13]=[C:14]([C:16]2[CH:17]=[C:18]([CH:21]=[CH:22][CH:23]=2)[C:19]#[N:20])[N:15]=1.CC1(C)C2C(=C(P(C3C=CC=CC=3)C3C=CC=CC=3)C=CC=2)[O:49][C:31]2C(P(C3C=CC=CC=3)C3C=CC=CC=3)=CC=CC1=2.C([O-])([O-])=O.[Na+].[Na+], predict the reaction product. The product is: [NH2:9][C:10]1[C:11]2[CH:26]=[C:25]([C:31]([N:4]3[CH2:5][CH:6]([CH3:8])[O:7][CH:2]([CH3:1])[CH2:3]3)=[O:49])[S:24][C:12]=2[N:13]=[C:14]([C:16]2[CH:17]=[C:18]([CH:21]=[CH:22][CH:23]=2)[C:19]#[N:20])[N:15]=1. (3) Given the reactants Br[C:2]1[CH:3]=[C:4]([CH:25]=[CH:26][N:27]=1)[C:5]([NH:7][C:8]1[S:9][C:10]2[C:16]([N:17]3[CH2:22][CH2:21][CH2:20][CH2:19][CH2:18]3)=[CH:15][CH:14]=[C:13]([O:23][CH3:24])[C:11]=2[N:12]=1)=[O:6].C(=O)([O-])[O-].[Cs+].[Cs+].[CH3:34][N:35]1[CH2:40][CH2:39][NH:38][CH2:37][CH2:36]1, predict the reaction product. The product is: [CH3:24][O:23][C:13]1[C:11]2[N:12]=[C:8]([NH:7][C:5](=[O:6])[C:4]3[CH:25]=[CH:26][N:27]=[C:2]([N:38]4[CH2:39][CH2:40][N:35]([CH3:34])[CH2:36][CH2:37]4)[CH:3]=3)[S:9][C:10]=2[C:16]([N:17]2[CH2:22][CH2:21][CH2:20][CH2:19][CH2:18]2)=[CH:15][CH:14]=1. (4) Given the reactants [NH:1]1[C:9]2[C:4](=[CH:5][CH:6]=[CH:7][CH:8]=2)[CH:3]=[C:2]1[C:10]([O:12]CC)=O.[CH3:15][NH2:16], predict the reaction product. The product is: [CH3:15][NH:16][C:10]([C:2]1[NH:1][C:9]2[C:4]([CH:3]=1)=[CH:5][CH:6]=[CH:7][CH:8]=2)=[O:12]. (5) Given the reactants [CH3:1][O:2][CH2:3][CH2:4]Br.[N+:6]([C:9]1[CH:10]=[C:11]([OH:15])[CH:12]=[CH:13][CH:14]=1)([O-:8])=[O:7].C(=O)([O-])[O-].[K+].[K+], predict the reaction product. The product is: [CH3:1][O:2][CH2:3][CH2:4][O:15][C:11]1[CH:12]=[CH:13][CH:14]=[C:9]([N+:6]([O-:8])=[O:7])[CH:10]=1.